From a dataset of Full USPTO retrosynthesis dataset with 1.9M reactions from patents (1976-2016). Predict the reactants needed to synthesize the given product. (1) Given the product [ClH:21].[CH2:13]([C:3]1([N:2]([CH3:15])[CH3:1])[CH2:12][CH2:11][C:6]2([O:10][CH2:9][CH2:8][O:7]2)[CH2:5][CH2:4]1)[CH2:16][CH2:17][CH3:18], predict the reactants needed to synthesize it. The reactants are: [CH3:1][N:2]([CH3:15])[C:3]1([C:13]#N)[CH2:12][CH2:11][C:6]2([O:10][CH2:9][CH2:8][O:7]2)[CH2:5][CH2:4]1.[CH2:16]([Mg][Cl:21])[CH2:17][CH2:18]C.[Cl-].[NH4+].Cl[Si](C)(C)C. (2) Given the product [C:6]([C:5]1[C:8]([NH:10][CH2:11][CH2:12][O:13][CH3:14])=[CH:9][C:2]([NH:1][C:20]([N:33]2[C:32]3[C:37](=[CH:38][C:39]([CH2:40][N:41]([CH2:46][CH2:47][N:48]([CH3:50])[CH3:49])[S:42]([CH3:45])(=[O:44])=[O:43])=[C:30]([CH:29]([O:28][CH3:27])[O:51][CH3:52])[N:31]=3)[CH2:36][CH2:35][CH2:34]2)=[O:21])=[N:3][CH:4]=1)#[N:7], predict the reactants needed to synthesize it. The reactants are: [NH2:1][C:2]1[CH:9]=[C:8]([NH:10][CH2:11][CH2:12][O:13][CH3:14])[C:5]([C:6]#[N:7])=[CH:4][N:3]=1.N1([C:20](N2C=NC=N2)=[O:21])C=NC=N1.[CH3:27][O:28][CH:29]([O:51][CH3:52])[C:30]1[C:39]([CH2:40][N:41]([CH2:46][CH2:47][N:48]([CH3:50])[CH3:49])[S:42]([CH3:45])(=[O:44])=[O:43])=[CH:38][C:37]2[CH2:36][CH2:35][CH2:34][NH:33][C:32]=2[N:31]=1. (3) The reactants are: [NH2:1][C:2]1[CH:7]=[CH:6][C:5]([S:8][C:9]2[CH:10]=[CH:11][C:12]3[CH2:16][O:15][B:14]([OH:17])[C:13]=3[CH:18]=2)=[CH:4][CH:3]=1.CCN(CC)CC.[C:26](Cl)(=[O:33])[C:27]1[CH:32]=[CH:31][CH:30]=[CH:29][CH:28]=1. Given the product [OH:17][B:14]1[C:13]2[CH:18]=[C:9]([S:8][C:5]3[CH:4]=[CH:3][C:2]([NH:1][C:26](=[O:33])[C:27]4[CH:32]=[CH:31][CH:30]=[CH:29][CH:28]=4)=[CH:7][CH:6]=3)[CH:10]=[CH:11][C:12]=2[CH2:16][O:15]1, predict the reactants needed to synthesize it. (4) Given the product [NH2:33][C:5]([CH2:8][N:9]1[C:17]2[C:12](=[C:13]([C:18]3[N:22]=[C:21]([C:23]4[CH:24]=[CH:25][C:26]5[O:30][C:29]([CH3:31])=[CH:28][C:27]=5[CH:32]=4)[O:20][N:19]=3)[CH:14]=[CH:15][CH:16]=2)[CH2:11][CH2:10]1)([CH2:4][OH:3])[CH2:6][OH:7], predict the reactants needed to synthesize it. The reactants are: CC1(C)[O:7][CH2:6][C:5]([NH:33]C(=O)OC(C)(C)C)([CH2:8][N:9]2[C:17]3[C:12](=[C:13]([C:18]4[N:22]=[C:21]([C:23]5[CH:24]=[CH:25][C:26]6[O:30][C:29]([CH3:31])=[CH:28][C:27]=6[CH:32]=5)[O:20][N:19]=4)[CH:14]=[CH:15][CH:16]=3)[CH2:11][CH2:10]2)[CH2:4][O:3]1.C(OC1C=C(C2ON=C(C3C=CC=C4C=3CCN4CC3(NC(=O)OC(C)(C)C)COC(C)(C)OC3)N=2)C=CC=1OCC)C.